From a dataset of Full USPTO retrosynthesis dataset with 1.9M reactions from patents (1976-2016). Predict the reactants needed to synthesize the given product. (1) Given the product [Br:19][C:14]1[CH:13]=[CH:12][C:10]([NH2:11])=[C:9]([S:15]([CH3:18])(=[O:17])=[O:16])[C:8]=1[CH3:7], predict the reactants needed to synthesize it. The reactants are: C(=O)([O-])[O-].[K+].[K+].[CH3:7][C:8]1[C:9]([S:15]([CH3:18])(=[O:17])=[O:16])=[C:10]([CH:12]=[CH:13][CH:14]=1)[NH2:11].[Br-:19].[Br-].[Br-].C([N+](CCCC)(CCCC)CCCC)CCC.C([N+](CCCC)(CCCC)CCCC)CCC.C([N+](CCCC)(CCCC)CCCC)CCC. (2) Given the product [F:20][C:21]1([F:28])[CH2:26][CH2:25][CH:24]([NH:27][C:2]2[N:7]=[C:6]([NH:33][CH:37]3[CH2:38][CH2:16][C:15]([F:17])([F:29])[CH2:11][CH2:39]3)[N:5]=[C:4]([C:9]3[CH:14]=[CH:13][CH:12]=[C:11]([C:15]([F:18])([F:17])[CH3:16])[N:10]=3)[N:3]=2)[CH2:23][CH2:22]1, predict the reactants needed to synthesize it. The reactants are: Cl[C:2]1[N:7]=[C:6](Cl)[N:5]=[C:4]([C:9]2[CH:14]=[CH:13][CH:12]=[C:11]([C:15]([F:18])([F:17])[CH3:16])[N:10]=2)[N:3]=1.Cl.[F:20][C:21]1([F:28])[CH2:26][CH2:25][CH:24]([NH2:27])[CH2:23][CH2:22]1.[F-:29].[Cs+].CC[N:33]([CH:37]([CH3:39])[CH3:38])C(C)C. (3) Given the product [C:15]([O:14][C:12]([N:8]1[CH2:7][CH2:6][C:5]2[N:4]([CH2:19][CH:20]3[CH2:23][CH2:22][CH2:21]3)[C:3](=[O:24])[C:2]([B:30]([OH:36])[OH:31])=[CH:11][C:10]=2[CH2:9]1)=[O:13])([CH3:18])([CH3:17])[CH3:16], predict the reactants needed to synthesize it. The reactants are: Br[C:2]1[C:3](=[O:24])[N:4]([CH2:19][CH:20]2[CH2:23][CH2:22][CH2:21]2)[C:5]2[CH2:6][CH2:7][N:8]([C:12]([O:14][C:15]([CH3:18])([CH3:17])[CH3:16])=[O:13])[CH2:9][C:10]=2[CH:11]=1.[Li]CCCC.[B:30](OCCCC)([O:36]CCCC)[O:31]CCCC.Cl.O. (4) Given the product [F:40][C:34]1[C:35]([F:39])=[CH:36][CH:37]=[CH:38][C:33]=1[C:31]1[N:32]=[C:27]2[CH:26]=[N:25][N:24]([CH2:23][C:20]3[CH:21]=[N:22][C:17]([C:6]4[CH:7]=[CH:8][C:3]([O:2][CH3:1])=[CH:4][C:5]=4[C:12]([F:15])([F:14])[F:13])=[CH:18][CH:19]=3)[CH:29]=[C:28]2[N:30]=1, predict the reactants needed to synthesize it. The reactants are: [CH3:1][O:2][C:3]1[CH:8]=[CH:7][C:6](B(O)O)=[C:5]([C:12]([F:15])([F:14])[F:13])[CH:4]=1.Cl[C:17]1[N:22]=[CH:21][C:20]([CH2:23][N:24]2[CH:29]=[C:28]3[N:30]=[C:31]([C:33]4[CH:38]=[CH:37][CH:36]=[C:35]([F:39])[C:34]=4[F:40])[N:32]=[C:27]3[CH:26]=[N:25]2)=[CH:19][CH:18]=1. (5) Given the product [CH:23]1[C:24]2[CH2:25][CH2:26][C:27]3[CH:32]=[CH:31][CH:30]=[CH:29][C:28]=3[C:18](=[CH:17][CH2:16][CH2:15][N:14]([CH3:13])[C:50](=[O:52])[CH2:49][NH:48][C:46](=[O:47])[O:45][C:41]([CH3:42])([CH3:43])[CH3:44])[C:19]=2[CH:20]=[CH:21][CH:22]=1, predict the reactants needed to synthesize it. The reactants are: Cl.C(N=C=NCCCN(C)C)C.[CH3:13][NH:14][CH2:15][CH2:16][CH:17]=[C:18]1[C:28]2[CH:29]=[CH:30][CH:31]=[CH:32][C:27]=2[CH2:26][CH2:25][C:24]2[CH:23]=[CH:22][CH:21]=[CH:20][C:19]1=2.Cl.C(N(CC)CC)C.[C:41]([O:45][C:46]([NH:48][CH2:49][C:50]([OH:52])=O)=[O:47])([CH3:44])([CH3:43])[CH3:42].C(=O)([O-])O.[Na+]. (6) Given the product [CH3:6][O:7][C:8]1[CH:17]=[CH:16][C:11]([C:12](=[O:13])[CH2:4][C:3]#[N:5])=[CH:10][CH:9]=1, predict the reactants needed to synthesize it. The reactants are: [H-].[Na+].[C:3](#[N:5])[CH3:4].[CH3:6][O:7][C:8]1[CH:17]=[CH:16][C:11]([C:12](OC)=[O:13])=[CH:10][CH:9]=1. (7) Given the product [CH2:3]([C@@H:4]([CH2:5][C:6]([OH:8])=[O:7])[CH2:9][C:10]([NH2:11])=[O:20])[CH:2]([CH3:21])[CH3:1].[C:35]1([C@@H:41]([NH-:43])[CH3:42])[CH:40]=[CH:39][CH:38]=[CH:37][CH:36]=1, predict the reactants needed to synthesize it. The reactants are: [CH3:1][CH:2]([CH3:21])[CH2:3][C@@H:4]([CH2:9][C:10](=[O:20])[NH:11][C@H](C1C=CC=CC=1)C)[CH2:5][C:6]([OH:8])=[O:7].C(N(CC)CC)C.ClC(OCC)=O.[C:35]1([C@@H:41]([NH:43]C(=O)C[C@H](CC(C)C)CC(N)=O)[CH3:42])[CH:40]=[CH:39][CH:38]=[CH:37][CH:36]=1. (8) Given the product [C:12]1([C:2]2[C:11]3[C:6](=[CH:7][CH:8]=[CH:9][CH:10]=3)[CH:5]=[CH:4][N:3]=2)[CH:17]=[CH:16][CH:15]=[CH:14][CH:13]=1, predict the reactants needed to synthesize it. The reactants are: Cl[C:2]1[C:11]2[C:6](=[CH:7][CH:8]=[CH:9][CH:10]=2)[CH:5]=[CH:4][N:3]=1.[C:12]1(B(O)O)[CH:17]=[CH:16][CH:15]=[CH:14][CH:13]=1.COCCOC.C1(P(C2C=CC=CC=2)C2C=CC=CC=2)C=CC=CC=1.